The task is: Predict the product of the given reaction.. This data is from Forward reaction prediction with 1.9M reactions from USPTO patents (1976-2016). (1) Given the reactants Cl[C:2]1[N:7]=[CH:6][C:5]([C:8]2[C:17]3[C:12](=[CH:13][C:14]([O:23][CH3:24])=[C:15]4[O:20][C:19]([CH3:22])([CH3:21])[CH2:18][C:16]4=3)[CH2:11][C:10]([CH3:26])([CH3:25])[N:9]=2)=[CH:4][CH:3]=1.[OH-:27].[Na+], predict the reaction product. The product is: [CH3:24][O:23][C:14]1[CH:13]=[C:12]2[C:17](=[C:16]3[CH2:18][C:19]([CH3:22])([CH3:21])[O:20][C:15]=13)[C:8]([C:5]1[CH:4]=[CH:3][C:2](=[O:27])[NH:7][CH:6]=1)=[N:9][C:10]([CH3:26])([CH3:25])[CH2:11]2. (2) The product is: [CH3:30][C:13]1[C:14]([CH3:29])=[C:15]([NH:20][CH2:21][C:22]([NH:25][C:26](=[O:28])[CH3:27])([CH3:24])[CH3:23])[C:16]([N+:17]([O-:19])=[O:18])=[C:11]([O:9][C:3]2[CH:8]=[CH:7][CH:6]=[CH:5][CH:4]=2)[N:12]=1. Given the reactants [H-].[Na+].[C:3]1([OH:9])[CH:8]=[CH:7][CH:6]=[CH:5][CH:4]=1.Cl[C:11]1[C:16]([N+:17]([O-:19])=[O:18])=[C:15]([NH:20][CH2:21][C:22]([NH:25][C:26](=[O:28])[CH3:27])([CH3:24])[CH3:23])[C:14]([CH3:29])=[C:13]([CH3:30])[N:12]=1.CCOC(C)=O, predict the reaction product. (3) Given the reactants Cl[C:2]1[N:7]=[N:6][C:5]([OH:8])=[CH:4][CH:3]=1.[NH:9]1[CH2:14][CH2:13][O:12][CH2:11][CH2:10]1, predict the reaction product. The product is: [O:12]1[CH2:13][CH2:14][N:9]([C:2]2[N:7]=[N:6][C:5]([OH:8])=[CH:4][CH:3]=2)[CH2:10][CH2:11]1. (4) The product is: [CH3:29][O:28][C:21]1[CH:22]=[C:23]([O:26][CH3:27])[CH:24]=[CH:25][C:20]=1[C:19]1[N:14]([CH2:13][CH2:12][N:11]=[C:38]([NH2:39])[NH2:33])[C:15](=[S:31])[NH:16][C:17](=[O:30])[CH:18]=1. Given the reactants C(N(C(C)C)CC)(C)C.Cl.[NH2:11][CH2:12][CH2:13][N:14]1[C:19]([C:20]2[CH:25]=[CH:24][C:23]([O:26][CH3:27])=[CH:22][C:21]=2[O:28][CH3:29])=[CH:18][C:17](=[O:30])[NH:16][C:15]1=[S:31].Cl.[N:33]1([C:38](N)=[NH:39])C=CC=N1, predict the reaction product. (5) Given the reactants Cl[C:2]1[C:3]2[CH:20]=[CH:19][N:18]([CH2:21][CH3:22])[C:4]=2[N:5]=[C:6]([S:8]([C:11]2[CH:16]=[CH:15][C:14]([F:17])=[CH:13][CH:12]=2)(=[O:10])=[O:9])[N:7]=1.[CH3:23][C:24]1[NH:28][N:27]=[C:26]([NH2:29])[CH:25]=1.[I-].[Na+].CCN(C(C)C)C(C)C, predict the reaction product. The product is: [CH2:21]([N:18]1[C:4]2[N:5]=[C:6]([S:8]([C:11]3[CH:12]=[CH:13][C:14]([F:17])=[CH:15][CH:16]=3)(=[O:9])=[O:10])[N:7]=[C:2]([NH:29][C:26]3[CH:25]=[C:24]([CH3:23])[NH:28][N:27]=3)[C:3]=2[CH:20]=[CH:19]1)[CH3:22]. (6) Given the reactants [CH3:1][C:2]1([CH3:9])[O:6][CH:5]([CH2:7]O)[CH2:4][O:3]1.CCN(CC)CC.[C:17]1([CH3:27])[CH:22]=[CH:21][C:20]([S:23](Cl)(=[O:25])=[O:24])=[CH:19][CH:18]=1, predict the reaction product. The product is: [CH3:9][C:2]1([CH3:1])[O:6][CH:5]([CH2:7][S:23]([C:20]2[CH:21]=[CH:22][C:17]([CH3:27])=[CH:18][CH:19]=2)(=[O:25])=[O:24])[CH2:4][O:3]1.